This data is from Full USPTO retrosynthesis dataset with 1.9M reactions from patents (1976-2016). The task is: Predict the reactants needed to synthesize the given product. (1) The reactants are: Br[C:2]1[CH:7]=[C:6]([O:8][C:9]([F:12])([F:11])[F:10])[CH:5]=[C:4]([Br:13])[CH:3]=1.C([Sn](CCCC)(CCCC)[C:19]([O:21]CC)=[CH2:20])CCC. Given the product [Br:13][C:4]1[CH:3]=[C:2]([C:19](=[O:21])[CH3:20])[CH:7]=[C:6]([O:8][C:9]([F:12])([F:11])[F:10])[CH:5]=1, predict the reactants needed to synthesize it. (2) Given the product [NH:27]([CH2:26][CH2:25][CH2:24][C@H:16]([NH:15][C:13]([C:9]1[C:8](=[O:49])[N:7]([C:4]2[CH:3]=[CH:2][C:1]3[C:6](=[CH:53][CH:52]=[CH:51][CH:50]=3)[CH:5]=2)[CH:12]=[CH:11][CH:10]=1)=[O:14])[C:17]([OH:19])=[O:18])[C:28]([NH2:30])=[NH:29].[C:56]([OH:62])([C:58]([F:61])([F:60])[F:59])=[O:57], predict the reactants needed to synthesize it. The reactants are: [C:1]1([C:50]2C=C[CH:53]=[CH:52][CH:51]=2)[CH:6]=[CH:5][C:4]([N:7]2[CH:12]=[CH:11][CH:10]=[C:9]([C:13]([NH:15][C@@H:16]([CH2:24][CH2:25][CH2:26][NH:27][C:28]([NH:30]S(C3C(C)=C4C(=C(C)C=3C)OC(C)(C)CC4)(=O)=O)=[NH:29])[C:17]([O:19]C(C)(C)C)=[O:18])=[O:14])[C:8]2=[O:49])=[CH:3][CH:2]=1.[C:56]([OH:62])([C:58]([F:61])([F:60])[F:59])=[O:57].C([SiH](CC)CC)C. (3) Given the product [Cl:7][C:8]1[CH:13]=[CH:12][C:11]([S:14]([NH:17][C@@H:18]2[CH2:22][CH2:21][CH2:20][C@@H:19]2[CH2:23][OH:24])(=[O:15])=[O:16])=[CH:10][CH:9]=1, predict the reactants needed to synthesize it. The reactants are: [H-].[Al+3].[Li+].[H-].[H-].[H-].[Cl:7][C:8]1[CH:13]=[CH:12][C:11]([S:14]([NH:17][C@H:18]2[CH2:22][CH2:21][CH2:20][C@H:19]2[C:23](OCC)=[O:24])(=[O:16])=[O:15])=[CH:10][CH:9]=1. (4) Given the product [C:10]1([C:53]2[CH:58]=[CH:57][CH:56]=[CH:55][CH:54]=2)[CH:15]=[CH:14][CH:13]=[C:12]([N:16]([CH2:45][O:46][CH2:47][CH2:48][Si:49]([CH3:52])([CH3:51])[CH3:50])[C:17]2[O:21][C:20]([C:22]([N:24]([C:33]3[CH:34]=[N:35][C:36]([N:39]4[CH2:44][CH2:43][O:42][CH2:41][CH2:40]4)=[CH:37][CH:38]=3)[CH2:25][O:26][CH2:27][CH2:28][Si:29]([CH3:32])([CH3:31])[CH3:30])=[O:23])=[N:19][N:18]=2)[CH:11]=1, predict the reactants needed to synthesize it. The reactants are: P([O-])([O-])([O-])=O.[K+].[K+].[K+].I[C:10]1[CH:11]=[C:12]([N:16]([CH2:45][O:46][CH2:47][CH2:48][Si:49]([CH3:52])([CH3:51])[CH3:50])[C:17]2[O:21][C:20]([C:22]([N:24]([C:33]3[CH:34]=[N:35][C:36]([N:39]4[CH2:44][CH2:43][O:42][CH2:41][CH2:40]4)=[CH:37][CH:38]=3)[CH2:25][O:26][CH2:27][CH2:28][Si:29]([CH3:32])([CH3:31])[CH3:30])=[O:23])=[N:19][N:18]=2)[CH:13]=[CH:14][CH:15]=1.[C:53]1(B(O)O)[CH:58]=[CH:57][CH:56]=[CH:55][CH:54]=1. (5) Given the product [F:1][C:2]1[CH:7]=[CH:6][C:5]([F:8])=[CH:4][C:3]=1[CH:9]([S:20][C:21]1[CH:22]=[N:23][C:24]([C:27]([F:28])([F:29])[F:30])=[CH:25][CH:26]=1)[C:10]1[C:11]([CH3:19])=[CH:12][C:13]([C:16]([N:33]([CH3:34])[CH3:32])=[O:18])=[N:14][CH:15]=1, predict the reactants needed to synthesize it. The reactants are: [F:1][C:2]1[CH:7]=[CH:6][C:5]([F:8])=[CH:4][C:3]=1[CH:9]([S:20][C:21]1[CH:22]=[N:23][C:24]([C:27]([F:30])([F:29])[F:28])=[CH:25][CH:26]=1)[C:10]1[C:11]([CH3:19])=[CH:12][C:13]([C:16]([OH:18])=O)=[N:14][CH:15]=1.Cl.[CH3:32][NH:33][CH3:34].ON1C2C=CC=CC=2N=N1.Cl.C(N=C=NCCCN(C)C)C. (6) Given the product [Cl:1][C:2]1[C:3]([C:8]2[NH:12][N:11]=[C:10]([CH:13]([CH3:15])[CH3:14])[N:9]=2)=[C:4]([NH:7][C:28](=[O:29])[CH2:27][N:18]2[C:19]3[C:24](=[N:23][CH:22]=[CH:21][CH:20]=3)[CH2:25][CH2:26][C:17]2=[O:16])[S:5][CH:6]=1, predict the reactants needed to synthesize it. The reactants are: [Cl:1][C:2]1[C:3]([C:8]2[NH:12][N:11]=[C:10]([CH:13]([CH3:15])[CH3:14])[N:9]=2)=[C:4]([NH2:7])[S:5][CH:6]=1.[O:16]=[C:17]1[CH2:26][CH2:25][C:24]2[C:19](=[CH:20][CH:21]=[CH:22][N:23]=2)[N:18]1[CH2:27][C:28](O)=[O:29]. (7) Given the product [N:41]1([C:16]2[C:17]3[C:23]([CH:24]([CH3:29])[C:25]([F:28])([F:27])[F:26])=[CH:22][N:21]=[CH:20][C:18]=3[N:19]=[C:14]([C:4]3[C:5]4[C:13]5[C:8](=[CH:9][CH:10]=[CH:11][CH:12]=5)[NH:7][C:6]=4[N:1]=[CH:2][CH:3]=3)[N:15]=2)[CH2:37][CH2:35][NH:34][CH2:31][CH2:33]1, predict the reactants needed to synthesize it. The reactants are: [N:1]1[C:6]2[NH:7][C:8]3[C:13]([C:5]=2[C:4]([C:14]2[NH:15][C:16](=O)[C:17]4[C:23]([CH:24]([CH3:29])[C:25]([F:28])([F:27])[F:26])=[CH:22][N:21]=[CH:20][C:18]=4[N:19]=2)=[CH:3][CH:2]=1)=[CH:12][CH:11]=[CH:10][CH:9]=3.[CH:31]([N:34](CC)[CH:35]([CH3:37])C)([CH3:33])C.C[N:41](C)C=O.C(C1C=C(C(C)C)C=C(C(C)C)C=1S(Cl)(=O)=O)(C)C.C(Cl)Cl.FC(F)(F)C(O)=O. (8) Given the product [ClH:29].[CH3:24][N:21]1[CH2:22][CH2:23][C:17]2[CH:16]=[C:15]([NH:14][C:13]([C@:8]3([NH2:7])[CH2:12][CH2:11][O:10][CH2:9]3)=[O:27])[CH:26]=[CH:25][C:18]=2[CH2:19][CH2:20]1, predict the reactants needed to synthesize it. The reactants are: C(OC(=O)[NH:7][C@@:8]1([C:13](=[O:27])[NH:14][C:15]2[CH:26]=[CH:25][C:18]3[CH2:19][CH2:20][N:21]([CH3:24])[CH2:22][CH2:23][C:17]=3[CH:16]=2)[CH2:12][CH2:11][O:10][CH2:9]1)(C)(C)C.[ClH:29].CO.CC(OC)(C)C. (9) Given the product [CH2:10]([O:9][C:1](=[O:8])[CH:2]([C:19]1[CH:24]=[CH:23][C:22]([N+:25]([O-:27])=[O:26])=[CH:21][CH:20]=1)[C:3]([O:5][CH2:6][CH3:7])=[O:4])[CH3:11], predict the reactants needed to synthesize it. The reactants are: [C:1]([O:9][CH2:10][CH3:11])(=[O:8])[CH2:2][C:3]([O:5][CH2:6][CH3:7])=[O:4].CC(C)([O-])C.[K+].Br[C:19]1[CH:24]=[CH:23][C:22]([N+:25]([O-:27])=[O:26])=[CH:21][CH:20]=1. (10) Given the product [CH2:21]([C:23]1[C:30]([C:2]2[S:3][C:4]([C:7]3[CH:12]=[CH:11][C:10]([O:13][CH:14]([CH3:16])[CH3:15])=[C:9]([C:17]([F:20])([F:19])[F:18])[CH:8]=3)=[N:5][N:6]=2)=[CH:29][CH:28]=[CH:27][C:24]=1[CH:25]=[O:26])[CH3:22], predict the reactants needed to synthesize it. The reactants are: Br[C:2]1[S:3][C:4]([C:7]2[CH:12]=[CH:11][C:10]([O:13][CH:14]([CH3:16])[CH3:15])=[C:9]([C:17]([F:20])([F:19])[F:18])[CH:8]=2)=[N:5][N:6]=1.[CH2:21]([C:23]1[C:30](B2OC(C)(C)C(C)(C)O2)=[CH:29][CH:28]=[CH:27][C:24]=1[CH:25]=[O:26])[CH3:22].P([O-])([O-])([O-])=O.[K+].[K+].[K+].